Dataset: NCI-60 drug combinations with 297,098 pairs across 59 cell lines. Task: Regression. Given two drug SMILES strings and cell line genomic features, predict the synergy score measuring deviation from expected non-interaction effect. Drug 1: C1=NC2=C(N=C(N=C2N1C3C(C(C(O3)CO)O)O)F)N. Drug 2: CC1=C2C(C(=O)C3(C(CC4C(C3C(C(C2(C)C)(CC1OC(=O)C(C(C5=CC=CC=C5)NC(=O)C6=CC=CC=C6)O)O)OC(=O)C7=CC=CC=C7)(CO4)OC(=O)C)O)C)OC(=O)C. Cell line: NCI-H522. Synergy scores: CSS=39.3, Synergy_ZIP=-5.17, Synergy_Bliss=-2.40, Synergy_Loewe=-11.4, Synergy_HSA=-3.02.